This data is from Catalyst prediction with 721,799 reactions and 888 catalyst types from USPTO. The task is: Predict which catalyst facilitates the given reaction. (1) Reactant: [F:1][C:2]1[CH:7]=[N:6][C:5]([N:8]2[CH:12]=[CH:11][N:10]=[N:9]2)=[C:4]2[NH:13][CH:14]=[C:15]([C:16](=[O:20])[C:17]([OH:19])=O)[C:3]=12.[CH3:21][N:22]1[CH:26]=[CH:25][N:24]=[C:23]1[C:27]([C:35]1[CH:40]=[CH:39][CH:38]=[CH:37][CH:36]=1)([CH:29]1[CH2:34][CH2:33][NH:32][CH2:31][CH2:30]1)[OH:28].CN([P+](ON1N=NC2C=CC=CC1=2)(N(C)C)N(C)C)C.F[P-](F)(F)(F)(F)F.CCN(C(C)C)C(C)C. Product: [F:1][C:2]1[CH:7]=[N:6][C:5]([N:8]2[CH:12]=[CH:11][N:10]=[N:9]2)=[C:4]2[NH:13][CH:14]=[C:15]([C:16](=[O:20])[C:17]([N:32]3[CH2:33][CH2:34][CH:29]([C:27]([OH:28])([C:23]4[N:22]([CH3:21])[CH:26]=[CH:25][N:24]=4)[C:35]4[CH:40]=[CH:39][CH:38]=[CH:37][CH:36]=4)[CH2:30][CH2:31]3)=[O:19])[C:3]=12. The catalyst class is: 3. (2) Reactant: C([O:3][C:4](=[O:30])[C:5]1[CH:10]=[CH:9][C:8]([O:11][C:12]2[CH:21]=[CH:20][C:19]3[C:14](=[CH:15][CH:16]=[C:17]([O:22][CH2:23][C:24]4[CH:29]=[CH:28][CH:27]=[CH:26][CH:25]=4)[CH:18]=3)[CH:13]=2)=[CH:7][CH:6]=1)C.[OH-].[Li+]. Product: [CH2:23]([O:22][C:17]1[CH:18]=[C:19]2[C:14](=[CH:15][CH:16]=1)[CH:13]=[C:12]([O:11][C:8]1[CH:7]=[CH:6][C:5]([C:4]([OH:30])=[O:3])=[CH:10][CH:9]=1)[CH:21]=[CH:20]2)[C:24]1[CH:25]=[CH:26][CH:27]=[CH:28][CH:29]=1. The catalyst class is: 36.